This data is from Experimentally validated miRNA-target interactions with 360,000+ pairs, plus equal number of negative samples. The task is: Binary Classification. Given a miRNA mature sequence and a target amino acid sequence, predict their likelihood of interaction. (1) The miRNA is hsa-miR-337-3p with sequence CUCCUAUAUGAUGCCUUUCUUC. The protein sequence of the target gene is MTGSAADTHRCPHPKGAKGTRSRSSHARPVSLATSGGSEEEDKDGGVLFHVNKSGFPIDSHTWERMWMHVAKVHPKGGEMVGAIRNAAFLAKPSIPQVPNYRLSMTIPDWLQAIQNYMKTLQYNHTGTQFFEIRKMRPLSGLMETAKEMTRESLPIKCLEAVILGIYLTNGQPSIERFPISFKTYFSGNYFHHVVLGIYCNGRYGSLGMSRRAELMDKPLTFRTLSDLIFDFEDSYKKYLHTVKKVKIGLYVPHEPHSFQPIEWKQLVLNVSKMLRADIRKELEKYARDMRMKILKPASA.... Result: 1 (interaction). (2) The miRNA is hsa-miR-520d-5p with sequence CUACAAAGGGAAGCCCUUUC. The protein sequence of the target gene is MGLPTLEFSDSYLDSPDFRERLQCHEIELERTNKFIKELIKDGSLLIGALRNLSMAVQKFSQSLQDFQFECIGDAETDDEISIAQSLKEFARLLIAVEEERRRLIQNANDVLIAPLEKFRKEQIGAAKDGKKKFDKESEKYYSILEKHLNLSAKKKESHLQEADTQIDREHQNFYEASLEYVFKIQEVQEKKKFEFVEPLLSFLQGLFTFYHEGYELAQEFAPYKQQLQFNLQNTRNNFESTRQEVERLMQRMKSANQDYRPPSQWTMEGYLYVQEKRPLGFTWIKHYCTYDKGSKTFTM.... Result: 0 (no interaction). (3) The miRNA is mmu-miR-7052-3p with sequence GCUCUGCCCCCUCCUUCCCAG. The protein sequence of the target gene is MLSRKKTKNEVSKPAEVQGKYVKKETSPLLRNLMPSFIRHGPTIPRRTDICLPDSSPNAFSTSGDVVSRNQSFLRTPIQRTPHEIMRRESNRLSAPSYLARSLADVPREYGSSQSFVTEVSFAVENGDSGSRYYYSDNFFDGQRKRPLGDRAHEDYRYYEYNHDLFQRMPQNQGRHASGIGRVAATSLGNLTNHGSEDLPLPPGWSVDWTMRGRKYYIDHNTNTTHWSHPLEREGLPPGWERVESSEFGTYYVDHTNKKAQYRHPCAPSVPRYDQPPPVTYQPQQTERNQSLLVPANPYH.... Result: 0 (no interaction). (4) The miRNA is hsa-miR-6728-5p with sequence UUGGGAUGGUAGGACCAGAGGGG. The protein sequence of the target gene is MPPRELSEAEPPPLPASTPPPRRRSAPPELGIKCVLVGDGAVGKSSLIVSYTCNGYPARYRPTALDTFSVQVLVDGAPVRIELWDTAGQEDFDRLRSLCYPDTDVFLACFSVVQPSSFQNITEKWLPEIRTHNPQAPVLLVGTQADLRDDVNVLIQLDQGGREGPVPQPQAQGLAEKIRACCYLECSALTQKNLKEVFDSAILSAIEHKARLEKKLNAKGVRTLSRCRWKKFFCFV. Result: 0 (no interaction). (5) Result: 0 (no interaction). The protein sequence of the target gene is MLLLLLGILFLHIAVLVLLFVSTIVSQWLVGNGHRTDLWQNCTTSALGAVQHCYSSSVSEWLQSVQATMILSVIFSVLSLFLFFCQLFTLTKGGRFYITGVFQILAGLCVMSAAAIYTVRHSEWHVNNDYSYGFAYILAWVAFPLALLSGIIYVILRKRE. The miRNA is hsa-miR-4470 with sequence UGGCAAACGUGGAAGCCGAGA. (6) The miRNA is hsa-miR-1537-5p with sequence AGCUGUAAUUAGUCAGUUUUCU. The protein sequence of the target gene is MGTTAPGPICLLDLCDQKLLDFVCNVDNKDFMWLKEIEEEAERMFIREFSNEPELMPKTPSQKNRRKKRRVSNIQDENRDPVRKRLSRRKSRSSQVGTRHLRSKPVTIVEENGFPVLQRITRATAAAAAAAAAASVASASSSSTAGSPTVLTKKAVVEISTSERLSAELQLTKLKGSLPPSPVSQGTLTSEEELTPKKSEAGKLDSVTVNSLKATPQSPKNRGVGEGRSVSKLKIARASWGLQDSPGSTDSPWQERVLSPILLNNILPTTAKSPLGNIRSVRRSLISQDSQVPLASKYNL.... Result: 0 (no interaction).